Dataset: Full USPTO retrosynthesis dataset with 1.9M reactions from patents (1976-2016). Task: Predict the reactants needed to synthesize the given product. (1) The reactants are: [C:1]([N:8](C)[C@H:9](C(O)=O)C)([O:3][C:4]([CH3:7])([CH3:6])[CH3:5])=[O:2]. Given the product [C:4]([O:3][C:1](=[O:2])[NH:8][CH3:9])([CH3:7])([CH3:6])[CH3:5], predict the reactants needed to synthesize it. (2) Given the product [C:29]([C:22]1[CH:21]=[CH:20][C:19]([NH:18][C:13]([CH:11]2[C:10]([CH3:17])([CH3:16])[S:9][C:8]([C:5]3[CH:4]=[CH:3][C:2]([F:1])=[CH:7][CH:6]=3)=[N:12]2)=[O:15])=[CH:24][C:23]=1[C:25]([F:26])([F:27])[F:28])#[N:30], predict the reactants needed to synthesize it. The reactants are: [F:1][C:2]1[CH:7]=[CH:6][C:5]([C:8]2[S:9][C:10]([CH3:17])([CH3:16])[CH:11]([C:13]([OH:15])=O)[N:12]=2)=[CH:4][CH:3]=1.[NH2:18][C:19]1[CH:20]=[CH:21][C:22]([C:29]#[N:30])=[C:23]([C:25]([F:28])([F:27])[F:26])[CH:24]=1.CCN(C(C)C)C(C)C.C1CN([P+](Br)(N2CCCC2)N2CCCC2)CC1.F[P-](F)(F)(F)(F)F.